From a dataset of Forward reaction prediction with 1.9M reactions from USPTO patents (1976-2016). Predict the product of the given reaction. Given the reactants [CH3:1][S:2](Cl)(=[O:4])=[O:3].[C:6]([O:10][C:11]([N:13]1[CH2:18][CH2:17][C:16]([CH2:21][CH2:22][OH:23])([O:19][CH3:20])[CH2:15][CH2:14]1)=[O:12])([CH3:9])([CH3:8])[CH3:7].C(N(CC)C(C)C)(C)C, predict the reaction product. The product is: [C:6]([O:10][C:11]([N:13]1[CH2:14][CH2:15][C:16]([CH2:21][CH2:22][O:23][S:2]([CH3:1])(=[O:4])=[O:3])([O:19][CH3:20])[CH2:17][CH2:18]1)=[O:12])([CH3:9])([CH3:8])[CH3:7].